The task is: Predict the reaction yield, written as a fraction of the theoretical maximum amount of product (1.0 means a 100% yield; for example, 0.34 means a 34% yield).. This data is from Reaction yield outcomes from USPTO patents with 853,638 reactions. (1) The reactants are [F:1][C:2]1[C:7]([CH3:8])=[CH:6][C:5]([NH:9]C(=O)C)=[C:4]([N+:13]([O-:15])=[O:14])[CH:3]=1.[OH-].[K+].CO. The catalyst is O. The product is [F:1][C:2]1[C:7]([CH3:8])=[CH:6][C:5]([NH2:9])=[C:4]([N+:13]([O-:15])=[O:14])[CH:3]=1. The yield is 0.980. (2) The reactants are [C:1]([O:5][C:6]([N:8]1[CH2:14][CH2:13][C:12]2[C:15]([CH2:20]Cl)=[C:16]([Cl:19])[CH:17]=[CH:18][C:11]=2[CH2:10][CH2:9]1)=[O:7])([CH3:4])([CH3:3])[CH3:2].[Br-:22].[Li+]. The catalyst is C1COCC1. The product is [Br:22][CH2:20][C:15]1[C:12]2[CH2:13][CH2:14][N:8]([C:6]([O:5][C:1]([CH3:4])([CH3:3])[CH3:2])=[O:7])[CH2:9][CH2:10][C:11]=2[CH:18]=[CH:17][C:16]=1[Cl:19]. The yield is 0.850. (3) The catalyst is C(Cl)Cl. The product is [OH-:5].[NH4+:7].[CH3:16][S:15][CH2:14][C:11]1[N:12]=[CH:13][C:8]([NH2:7])=[N:9][CH:10]=1. The reactants are C([O:5]C(=O)[NH:7][C:8]1[CH:13]=[N:12][C:11]([CH2:14][S:15][CH3:16])=[CH:10][N:9]=1)(C)(C)C.FC(F)(F)C(O)=O. The yield is 0.00100. (4) The reactants are [Cl-].O[NH3+:3].[C:4](=[O:7])([O-])[OH:5].[Na+].[Si]([O:16][CH:17]([CH3:49])[CH:18]([N:20]1[C:25](=[O:26])[C:24]([CH2:27][C:28]2[CH:33]=[CH:32][C:31]([C:34]3[C:35]([C:40]#[N:41])=[CH:36][CH:37]=[CH:38][CH:39]=3)=[CH:30][CH:29]=2)=[C:23]([CH2:42][CH2:43][CH3:44])[N:22]2[N:45]=[C:46]([CH3:48])[N:47]=[C:21]12)[CH3:19])(C(C)(C)C)(C)C.CC(OI1(OC(C)=O)(OC(C)=O)OC(=O)C2C=CC=CC1=2)=O.S([O-])([O-])(=O)=S.[Na+].[Na+]. The catalyst is C(#N)C.CS(C)=O. The product is [CH3:48][C:46]1[N:47]=[C:21]2[N:20]([CH:18]([CH3:19])[C:17](=[O:16])[CH3:49])[C:25](=[O:26])[C:24]([CH2:27][C:28]3[CH:33]=[CH:32][C:31]([C:34]4[CH:39]=[CH:38][CH:37]=[CH:36][C:35]=4[C:40]4[NH:41][C:4](=[O:7])[O:5][N:3]=4)=[CH:30][CH:29]=3)=[C:23]([CH2:42][CH2:43][CH3:44])[N:22]2[N:45]=1. The yield is 0.370. (5) The reactants are [Cl:1][C:2]1[C:7](I)=[CH:6][N:5]=[C:4]([S:9][CH3:10])[N:3]=1.C([Mg]Br)(C)C.[CH:16]([C:19]1[CH:26]=[C:25]([O:27][CH3:28])[C:24]([O:29][CH3:30])=[CH:23][C:20]=1[CH:21]=[O:22])([CH3:18])[CH3:17]. The catalyst is C1COCC1. The product is [Cl:1][C:2]1[C:7]([CH:21]([C:20]2[CH:23]=[C:24]([O:29][CH3:30])[C:25]([O:27][CH3:28])=[CH:26][C:19]=2[CH:16]([CH3:18])[CH3:17])[OH:22])=[CH:6][N:5]=[C:4]([S:9][CH3:10])[N:3]=1. The yield is 0.820. (6) The reactants are Br.[Br:2][C:3]1[CH:4]=[C:5]([CH2:10]Br)[C:6]([NH2:9])=[N:7][CH:8]=1.Cl.[CH3:13][O:14][C:15](=[O:21])[C@@H:16]1[CH2:20][CH2:19][CH2:18][NH:17]1.C(N(CC)CC)C. The catalyst is CN(C=O)C.O. The product is [CH3:13][O:14][C:15]([C@@H:16]1[CH2:20][CH2:19][CH2:18][N:17]1[CH2:10][C:5]1[C:6]([NH2:9])=[N:7][CH:8]=[C:3]([Br:2])[CH:4]=1)=[O:21]. The yield is 0.670. (7) The reactants are [Cl:1][C:2]1[CH:7]=[CH:6][C:5]([CH2:8][CH2:9][NH:10][CH2:11][CH2:12][CH2:13][CH2:14][CH2:15][CH2:16][CH3:17])=[CH:4][CH:3]=1.[CH3:18][O:19][C:20]([C:22]1[CH:39]=[CH:38][CH:37]=[CH:36][C:23]=1[O:24][CH2:25][C:26]1[CH:31]=[CH:30][C:29]([CH2:32][C:33]([OH:35])=O)=[CH:28][CH:27]=1)=[O:21].F[B-](F)(F)F.N1(OC(N(C)C)=[N+](C)C)C2C=CC=CC=2N=N1.C(N(C(C)C)C(C)C)C. The catalyst is CN(C=O)C.CCOC(C)=O. The product is [Cl:1][C:2]1[CH:3]=[CH:4][C:5]([CH2:8][CH2:9][N:10]([CH2:11][CH2:12][CH2:13][CH2:14][CH2:15][CH2:16][CH3:17])[C:33](=[O:35])[CH2:32][C:29]2[CH:28]=[CH:27][C:26]([CH2:25][O:24][C:23]3[CH:36]=[CH:37][CH:38]=[CH:39][C:22]=3[C:20]([O:19][CH3:18])=[O:21])=[CH:31][CH:30]=2)=[CH:6][CH:7]=1. The yield is 0.837. (8) The reactants are [NH2:1][C:2]1[S:3][C:4]2[CH:10]=[C:9]([C:11]3[CH:12]=[C:13]([N:23]4[CH:28]=[CH:27][C:26](=[O:29])[NH:25][C:24]4=[O:30])[CH:14]=[C:15]([C:19]([CH3:22])([CH3:21])[CH3:20])[C:16]=3[O:17][CH3:18])[CH:8]=[CH:7][C:5]=2[N:6]=1.[C:31](OC(=O)C)(=[O:33])[CH3:32]. The yield is 0.880. The product is [C:19]([C:15]1[C:16]([O:17][CH3:18])=[C:11]([C:9]2[CH:8]=[CH:7][C:5]3[N:6]=[C:2]([NH:1][C:31](=[O:33])[CH3:32])[S:3][C:4]=3[CH:10]=2)[CH:12]=[C:13]([N:23]2[CH:28]=[CH:27][C:26](=[O:29])[NH:25][C:24]2=[O:30])[CH:14]=1)([CH3:22])([CH3:21])[CH3:20]. No catalyst specified. (9) The yield is 0.710. The product is [CH2:23]([NH:27][C:14]([C:7]1[C:6]2[C:10](=[CH:11][C:3]([O:2][CH3:1])=[CH:4][CH:5]=2)[N:9]([CH3:12])[C:8]=1[CH3:13])=[O:16])[CH2:24][CH2:25][CH3:26]. The reactants are [CH3:1][O:2][C:3]1[CH:11]=[C:10]2[C:6]([C:7]([C:14]([OH:16])=O)=[C:8]([CH3:13])[N:9]2[CH3:12])=[CH:5][CH:4]=1.C(Cl)(=O)C(Cl)=O.[CH2:23]([NH2:27])[CH2:24][CH2:25][CH3:26]. No catalyst specified.